Dataset: Full USPTO retrosynthesis dataset with 1.9M reactions from patents (1976-2016). Task: Predict the reactants needed to synthesize the given product. (1) The reactants are: [C@H:1]1([OH:24])[C@H:6]([O:7][P:8]([O-:11])([O-:10])=[O:9])[C@@H:5]([OH:12])[C@H:4]([O:13][P:14]([O-:17])([O-:16])=[O:15])[C@@H:3]([O:18][P:19]([O-:22])([O-:21])=[O:20])[C@H:2]1[OH:23].[C@H]1(O)[C@H]([O:31][P:32]([O-])([O-:34])=[O:33])[C@H](O)[C@H]([O:31][P:32]([O-])([O-:34])=[O:33])[C@@H]([O:31][P:32]([O-])([O-:34])=[O:33])[C@@H]1O.[C@H]1(O)[C@H](OP(O)(O)=O)[C@@H](OP(O)(O)=O)[C@H](OP(O)(O)=O)[C@@H](OP(O)(O)=O)[C@H]1O. Given the product [C@H:1]1([OH:24])[CH:6]([O:7][P:8]([OH:11])([OH:10])=[O:9])[C@H:5]([OH:12])[C@H:4]([O:13][P:14]([OH:17])([OH:16])=[O:15])[CH:3]([O:18][P:19]([OH:21])([OH:22])=[O:20])[C@@H:2]1[O:23][P:32]([OH:34])([OH:33])=[O:31], predict the reactants needed to synthesize it. (2) Given the product [NH2:18][C:9]([CH3:10])=[CH:8][C:7]([C:4]1[CH:5]=[CH:6][C:1]([CH3:13])=[CH:2][CH:3]=1)=[O:12], predict the reactants needed to synthesize it. The reactants are: [C:1]1([CH3:13])[CH:6]=[CH:5][C:4]([C:7](=[O:12])[CH2:8][C:9](=O)[CH3:10])=[CH:3][CH:2]=1.C([O-])(=O)C.[NH4+:18]. (3) The reactants are: C(N)C=C.C(N)C(=C)C.NC1C=CC(C=C)=CC=1.C(NC1C=CC=CC=1)=C.[CH:28]1[C:50]2=[C:51]3[C:31]4[C:32]([CH:44]=[CH:45][C:46]3=[C:47]([S:53]([O-:56])(=[O:55])=[O:54])[CH:48]=[C:49]2[OH:52])=[C:33]([S:40]([O-:43])(=[O:42])=[O:41])[CH:34]=[C:35]([S:36]([O-:39])(=[O:38])=[O:37])[C:30]=4[CH:29]=1.[Na+:57].[Na+].[Na+].S(Cl)(Cl)(=O)=O.[OH-].[Na+]. Given the product [CH:28]1[C:50]2=[C:51]3[C:31]4[C:32]([CH:44]=[CH:45][C:46]3=[C:47]([S:53]([O-:56])(=[O:55])=[O:54])[CH:48]=[C:49]2[OH:52])=[C:33]([S:40]([O-:43])(=[O:42])=[O:41])[CH:34]=[C:35]([S:36]([O-:39])(=[O:37])=[O:38])[C:30]=4[CH:29]=1.[Na+:57].[Na+:57].[Na+:57], predict the reactants needed to synthesize it. (4) Given the product [CH:4]([N:17]1[CH2:20][CH:19]([OH:21])[CH2:18]1)([C:11]1[CH:16]=[CH:15][CH:14]=[CH:13][CH:12]=1)[C:5]1[CH:6]=[CH:7][CH:8]=[CH:9][CH:10]=1, predict the reactants needed to synthesize it. The reactants are: [OH-].[Na+].Cl.[CH:4]([N:17]1[CH2:20][CH:19]([OH:21])[CH2:18]1)([C:11]1[CH:16]=[CH:15][CH:14]=[CH:13][CH:12]=1)[C:5]1[CH:10]=[CH:9][CH:8]=[CH:7][CH:6]=1. (5) The reactants are: [C:1]([O:5][C:6]([N:8]1[CH2:13][CH2:12][CH:11]([OH:14])[CH2:10][CH2:9]1)=[O:7])([CH3:4])([CH3:3])[CH3:2].[H-].[Na+].[Cl:17][C:18]1[CH:23]=[C:22](Cl)[N:21]=[CH:20][N:19]=1. Given the product [C:1]([O:5][C:6]([N:8]1[CH2:13][CH2:12][CH:11]([O:14][C:22]2[CH:23]=[C:18]([Cl:17])[N:19]=[CH:20][N:21]=2)[CH2:10][CH2:9]1)=[O:7])([CH3:4])([CH3:2])[CH3:3], predict the reactants needed to synthesize it. (6) Given the product [CH3:1][O:2][C:3]1[CH:4]=[CH:5][C:6]([CH2:7][N:8]2[C:12]3=[N:13][CH:14]=[CH:15][C:16]([O:17][C:18]4[CH:23]=[CH:22][C:21]([C:24]([NH:25][C:26]5[CH:31]=[C:30]([C:32]([F:35])([F:33])[F:34])[CH:29]=[CH:28][N:27]=5)=[O:36])=[CH:20][CH:19]=4)=[C:11]3[C:10]([NH:37][C@@H:38]3[CH2:43][CH2:42][CH2:41][NH:40][CH2:39]3)=[N:9]2)=[CH:51][CH:52]=1, predict the reactants needed to synthesize it. The reactants are: [CH3:1][O:2][C:3]1[CH:52]=[CH:51][C:6]([CH2:7][N:8]2[C:12]3=[N:13][CH:14]=[CH:15][C:16]([O:17][C:18]4[CH:23]=[CH:22][C:21]([C:24](=[O:36])[NH:25][C:26]5[CH:31]=[C:30]([C:32]([F:35])([F:34])[F:33])[CH:29]=[CH:28][N:27]=5)=[CH:20][CH:19]=4)=[C:11]3[C:10]([NH:37][C@@H:38]3[CH2:43][CH2:42][CH2:41][N:40](C(OC(C)(C)C)=O)[CH2:39]3)=[N:9]2)=[CH:5][CH:4]=1.C(O)(C(F)(F)F)=O. (7) Given the product [F:21][C:19]1[C:18]([F:22])=[CH:17][C:15]2=[N:16][N:12]([CH2:8][CH2:9][C:10]#[C:11][C:2]3[CH:7]=[CH:6][CH:5]=[CH:4][N:3]=3)[N:13]=[C:14]2[CH:20]=1, predict the reactants needed to synthesize it. The reactants are: Br[C:2]1[CH:7]=[CH:6][CH:5]=[CH:4][N:3]=1.[CH2:8]([N:12]1[N:16]=[C:15]2[CH:17]=[C:18]([F:22])[C:19]([F:21])=[CH:20][C:14]2=[N:13]1)[CH2:9][C:10]#[CH:11].